This data is from Reaction yield outcomes from USPTO patents with 853,638 reactions. The task is: Predict the reaction yield, written as a fraction of the theoretical maximum amount of product (1.0 means a 100% yield; for example, 0.34 means a 34% yield). (1) The reactants are [Cl:1][C:2]1[CH:7]=[CH:6][C:5]([NH:8][C:9]([NH:11][C:12]2[CH:17]=[CH:16][C:15]([O:18][C:19]3[CH:24]=[CH:23][N:22]=[C:21]([C:25]#[N:26])[CH:20]=3)=[CH:14][CH:13]=2)=[O:10])=[CH:4][C:3]=1[C:27]([F:30])([F:29])[F:28].[CH2:31](N)[CH2:32][NH2:33].[S]. The catalyst is CN(C=O)C. The product is [Cl:1][C:2]1[CH:7]=[CH:6][C:5]([NH:8][C:9]([NH:11][C:12]2[CH:17]=[CH:16][C:15]([O:18][C:19]3[CH:24]=[CH:23][N:22]=[C:21]([C:25]4[NH:33][CH2:32][CH2:31][N:26]=4)[CH:20]=3)=[CH:14][CH:13]=2)=[O:10])=[CH:4][C:3]=1[C:27]([F:30])([F:28])[F:29]. The yield is 0.730. (2) The reactants are [CH2:1]([O:8][C:9]1[CH:27]=[C:26]([CH2:28][CH3:29])[CH:25]=[CH:24][C:10]=1[O:11][C:12]1[CH:17]=[CH:16][C:15]([NH:18][CH2:19][CH2:20][CH2:21][NH2:22])=[CH:14][C:13]=1[F:23])[C:2]1[CH:7]=[CH:6][CH:5]=[CH:4][CH:3]=1.C(N(CC)CC)C.[S:37](Cl)([CH3:40])(=[O:39])=[O:38]. The catalyst is ClCCl. The product is [CH3:40][S:37]([N:18]([C:15]1[CH:16]=[CH:17][C:12]([O:11][C:10]2[CH:24]=[CH:25][C:26]([CH2:28][CH3:29])=[CH:27][C:9]=2[O:8][CH2:1][C:2]2[CH:3]=[CH:4][CH:5]=[CH:6][CH:7]=2)=[C:13]([F:23])[CH:14]=1)[CH2:19][CH2:20][CH2:21][NH2:22])(=[O:39])=[O:38]. The yield is 0.683.